This data is from Retrosynthesis with 50K atom-mapped reactions and 10 reaction types from USPTO. The task is: Predict the reactants needed to synthesize the given product. (1) Given the product Nc1ncccc1C(=O)NCc1ccc(CCc2ccccc2)cc1, predict the reactants needed to synthesize it. The reactants are: NCc1ccc(CCc2ccccc2)cc1.Nc1ncccc1C(=O)O. (2) Given the product O=C(c1cc(F)c(F)c(F)c1)N1CCC(CCO)(c2ccc(Cl)c(Cl)c2)C1, predict the reactants needed to synthesize it. The reactants are: O=C(O)c1cc(F)c(F)c(F)c1.OCCC1(c2ccc(Cl)c(Cl)c2)CCNC1. (3) Given the product CCOC(=O)c1c(NC(C)=O)ccn1-c1ccc(OC)cc1, predict the reactants needed to synthesize it. The reactants are: CCOC(=O)c1[nH]ccc1NC(C)=O.COc1ccc(B(O)O)cc1. (4) Given the product CCCSc1ncc(CO)n1Cc1ccc(OCc2ccccc2)cc1, predict the reactants needed to synthesize it. The reactants are: CCCSc1ncc(C(=O)OCC)n1Cc1ccc(OCc2ccccc2)cc1.